This data is from Reaction yield outcomes from USPTO patents with 853,638 reactions. The task is: Predict the reaction yield, written as a fraction of the theoretical maximum amount of product (1.0 means a 100% yield; for example, 0.34 means a 34% yield). The reactants are Br[C:2]1[CH:3]=[CH:4][C:5]([F:17])=[C:6]([NH:9][C:10]([C:12]2[S:13][CH:14]=[CH:15][CH:16]=2)=[O:11])[C:7]=1[F:8].[Cl:18][C:19]1[C:20](B2OC(C)(C)C(C)(C)O2)=[CH:21][C:22]2[S:26][CH:25]=[N:24][C:23]=2[CH:27]=1.C(=O)([O-])[O-].[Na+].[Na+].CC(=O)OCC.[Cl-].[Na+].O. The catalyst is COCCOC.CCO.O.[Pd].C1(P(C2C=CC=CC=2)C2C=CC=CC=2)C=CC=CC=1.C1(P(C2C=CC=CC=2)C2C=CC=CC=2)C=CC=CC=1.C1(P(C2C=CC=CC=2)C2C=CC=CC=2)C=CC=CC=1.C1(P(C2C=CC=CC=2)C2C=CC=CC=2)C=CC=CC=1. The product is [F:17][C:5]1[CH:4]=[CH:3][CH:2]=[C:7]([F:8])[C:6]=1[NH:9][C:10]([C:12]1[S:13][C:14]([C:20]2[C:19]([Cl:18])=[CH:27][C:23]3[N:24]=[CH:25][S:26][C:22]=3[CH:21]=2)=[CH:15][CH:16]=1)=[O:11]. The yield is 0.729.